This data is from Reaction yield outcomes from USPTO patents with 853,638 reactions. The task is: Predict the reaction yield, written as a fraction of the theoretical maximum amount of product (1.0 means a 100% yield; for example, 0.34 means a 34% yield). (1) The reactants are [F:1][C:2]1[CH:3]=[C:4]2[C:8](=[CH:9][CH:10]=1)[NH:7][C:6](=[O:11])/[C:5]/2=[CH:12]\[C:13]1[NH:17][C:16]([CH3:18])=[C:15]([C:19]([OH:21])=O)[C:14]=1[CH3:22].CN(C)C=O.F[P-](F)(F)(F)(F)F.N1(O[P+](N(C)C)(N(C)C)N(C)C)C2C=CC=CC=2N=N1.[NH2:55][CH2:56][CH2:57][N:58]1[CH2:62][CH2:61][CH2:60][CH2:59]1. The catalyst is C(N(CC)CC)C. The product is [N:58]1([CH2:57][CH2:56][NH:55][C:19]([C:15]2[C:14]([CH3:22])=[C:13](/[CH:12]=[C:5]3\[C:6](=[O:11])[NH:7][C:8]4[C:4]\3=[CH:3][C:2]([F:1])=[CH:10][CH:9]=4)[NH:17][C:16]=2[CH3:18])=[O:21])[CH2:62][CH2:61][CH2:60][CH2:59]1. The yield is 0.770. (2) The reactants are Cl[CH2:2][C:3]1[N:4]=[C:5]2[S:13][C:12](C)=[C:11]([C:15]([NH:17][CH3:18])=[O:16])[N:6]2[C:7](=[O:10])[C:8]=1[F:9].[C:19]([C:21]1[C:22]([F:30])=[C:23](B(O)O)[CH:24]=[CH:25][CH:26]=1)#[N:20].[C:31](=O)([O-])[O-].[Na+].[Na+].O. The catalyst is O1CCOCC1.C1C=CC(P(C2C=CC=CC=2)[C-]2C=CC=C2)=CC=1.C1C=CC(P(C2C=CC=CC=2)[C-]2C=CC=C2)=CC=1.Cl[Pd]Cl.[Fe+2]. The product is [C:19]([C:21]1[C:22]([F:30])=[C:23]([CH2:2][C:3]2[N:4]=[C:5]3[S:13][CH:12]=[C:11]([C:15]([N:17]([CH3:18])[CH3:31])=[O:16])[N:6]3[C:7](=[O:10])[C:8]=2[F:9])[CH:24]=[CH:25][CH:26]=1)#[N:20]. The yield is 0.140. (3) The reactants are [CH3:1][C@@H:2]1[CH2:7][NH:6][CH2:5][CH2:4][NH:3]1.Br[C:9]1[S:10][CH:11]=[CH:12][N:13]=1.C1(C2C=CC=CC=2)C=CC=CC=1P(C(C)(C)C)C(C)(C)C.C(=O)([O-])[O-].[Cs+].[Cs+]. The catalyst is O1CCOCC1.C([O-])(=O)C.[Pd+2].C([O-])(=O)C. The product is [CH3:1][CH:2]1[NH:3][CH2:4][CH2:5][N:6]([C:9]2[S:10][CH:11]=[CH:12][N:13]=2)[CH2:7]1. The yield is 0.260. (4) The reactants are [H-].[Na+].[Cl:3][C:4]1[CH:12]=[C:11]2[C:7]([C:8](=[O:14])[C:9](=[O:13])[NH:10]2)=[CH:6][CH:5]=1.[CH3:15][O:16][C:17](=[O:26])[CH:18](Br)[CH2:19][CH:20]1[CH2:24][CH2:23][CH2:22][CH2:21]1. The catalyst is CN(C)C=O.O. The product is [CH3:15][O:16][C:17](=[O:26])[CH:18]([N:10]1[C:11]2[C:7](=[CH:6][CH:5]=[C:4]([Cl:3])[CH:12]=2)[C:8](=[O:14])[C:9]1=[O:13])[CH2:19][CH:20]1[CH2:21][CH2:22][CH2:23][CH2:24]1. The yield is 0.760. (5) The reactants are [CH3:1][O:2][C:3]1[CH:16]=[CH:15][C:6]([CH2:7][N:8]2[CH2:13][CH2:12][CH:11]([OH:14])[CH2:10][CH2:9]2)=[CH:5][CH:4]=1.C1(P(C2C=CC=CC=2)C2C=CC=CC=2)C=CC=CC=1.[Cl:36][C:37]1[CH:38]=[C:39]([CH:44]=[CH:45][C:46]=1O)[C:40]([O:42][CH3:43])=[O:41].N(C(OC(C)C)=O)=NC(OC(C)C)=O. The catalyst is C1(C)C=CC=CC=1. The product is [Cl:36][C:37]1[CH:38]=[C:39]([CH:44]=[CH:45][C:46]=1[O:14][CH:11]1[CH2:10][CH2:9][N:8]([CH2:7][C:6]2[CH:5]=[CH:4][C:3]([O:2][CH3:1])=[CH:16][CH:15]=2)[CH2:13][CH2:12]1)[C:40]([O:42][CH3:43])=[O:41]. The yield is 0.100.